Dataset: Forward reaction prediction with 1.9M reactions from USPTO patents (1976-2016). Task: Predict the product of the given reaction. (1) Given the reactants OC[C@@H](N[C:11](=[O:24])[CH2:12][C@H:13]([C:16]1[CH:21]=[CH:20][C:19]([CH2:22][OH:23])=[CH:18][CH:17]=1)[CH2:14][CH3:15])C1C=CC=CC=1.[O:25]1CCOCC1, predict the reaction product. The product is: [OH:23][CH2:22][C:19]1[CH:18]=[CH:17][C:16]([C@H:13]([CH2:14][CH3:15])[CH2:12][C:11]([OH:24])=[O:25])=[CH:21][CH:20]=1. (2) Given the reactants Cl.[Cl:2][C:3]1[CH:4]=[C:5]2[C:9](=[CH:10][CH:11]=1)[NH:8][CH:7]=[C:6]2[CH2:12][CH2:13][NH2:14].[N:15]1([C:20]2[CH:21]=[C:22]([N:26]3[CH2:30][CH2:29][CH:28]([C:31](O)=[O:32])[C:27]3=[O:34])[CH:23]=[CH:24][CH:25]=2)[CH:19]=[CH:18][CH:17]=[CH:16]1.N1(C2C=C(N3CCC(C(O)=O)C3=O)C=CC=2)C=CC=C1.C1CN([P+](ON2N=NC3C=CC=CC2=3)(N2CCCC2)N2CCCC2)CC1.F[P-](F)(F)(F)(F)F.C(N(CC)C(C)C)(C)C, predict the reaction product. The product is: [N:15]1([C:20]2[CH:21]=[C:22]([N:26]3[CH2:30][CH2:29][CH:28]([C:31]([NH:14][CH2:13][CH2:12][C:6]4[C:5]5[C:9](=[CH:10][CH:11]=[C:3]([Cl:2])[CH:4]=5)[NH:8][CH:7]=4)=[O:32])[C:27]3=[O:34])[CH:23]=[CH:24][CH:25]=2)[CH:19]=[CH:18][CH:17]=[CH:16]1. (3) Given the reactants Cl.[N:2]1[CH:7]=[CH:6][CH:5]=[C:4]([NH:8][NH2:9])[CH:3]=1.ClC1C=C(N2[C:22]([C:23]3[CH:28]=[C:27]([O:29][C:30]([F:33])([F:32])[F:31])[CH:26]=[C:25]([F:34])[CH:24]=3)=[CH:21][C:20]([C:35]([OH:37])=[O:36])=N2)C=CC=1F, predict the reaction product. The product is: [F:34][C:25]1[CH:24]=[C:23]([C:22]2[N:8]([C:4]3[CH:3]=[N:2][CH:7]=[CH:6][CH:5]=3)[N:9]=[C:20]([C:35]([OH:37])=[O:36])[CH:21]=2)[CH:28]=[C:27]([O:29][C:30]([F:33])([F:32])[F:31])[CH:26]=1. (4) Given the reactants C([O-])([O-])=O.[Cs+].[Cs+].F[C:8]1[CH:23]=[C:22]([C:24]([F:27])([F:26])[F:25])[CH:21]=[CH:20][C:9]=1[C:10]([NH:12][C:13]1[CH:18]=[CH:17][NH:16][C:15](=[O:19])[CH:14]=1)=[O:11].[F:28][C:29]1[CH:30]=[C:31]([OH:37])[CH:32]=[CH:33][C:34]=1[O:35][CH3:36], predict the reaction product. The product is: [F:28][C:29]1[CH:30]=[C:31]([CH:32]=[CH:33][C:34]=1[O:35][CH3:36])[O:37][C:8]1[CH:23]=[C:22]([C:24]([F:27])([F:26])[F:25])[CH:21]=[CH:20][C:9]=1[C:10]([NH:12][C:13]1[CH:18]=[CH:17][NH:16][C:15](=[O:19])[CH:14]=1)=[O:11]. (5) The product is: [C:36]([O:40][C:41](=[O:42])[NH:43][CH:44]([C:6](=[O:28])[NH:7][C@@H:8]([CH2:21][C:22]1[CH:23]=[CH:24][CH:25]=[CH:26][CH:27]=1)[CH:9]([C:11](=[O:20])[NH:12][CH2:13][C:14]1[CH:15]=[CH:16][CH:17]=[CH:18][CH:19]=1)[OH:10])[CH2:48][CH:49]1[CH2:50][CH2:51][O:52][CH2:53][CH2:54]1)([CH3:39])([CH3:37])[CH3:38]. Given the reactants C(O[C:6](=[O:28])[NH:7][C@@H:8]([CH2:21][C:22]1[CH:27]=[CH:26][CH:25]=[CH:24][CH:23]=1)[CH:9]([C:11](=[O:20])[NH:12][CH2:13][C:14]1[CH:19]=[CH:18][CH:17]=[CH:16][CH:15]=1)[OH:10])(C)(C)C.C(O)(C(F)(F)F)=O.[C:36]([O:40][C:41]([NH:43][CH:44]([CH2:48][CH:49]1[CH2:54][CH2:53][O:52][CH2:51][CH2:50]1)C(O)=O)=[O:42])([CH3:39])([CH3:38])[CH3:37].CN(C(ON1N=NC2C=CC=NC1=2)=[N+](C)C)C.F[P-](F)(F)(F)(F)F.C(N(CC)C(C)C)(C)C, predict the reaction product.